From a dataset of Forward reaction prediction with 1.9M reactions from USPTO patents (1976-2016). Predict the product of the given reaction. (1) Given the reactants [CH2:1]([O:8][C:9]([N:11]1[CH2:15][CH2:14][CH2:13][C@H:12]1[C:16]1[N:17]=[C:18]2[C:23](Br)=[CH:22][CH:21]=[CH:20][N:19]2[CH:25]=1)=[O:10])[C:2]1[CH:7]=[CH:6][CH:5]=[CH:4][CH:3]=1.[F:26][C:27]([F:38])([F:37])[C:28]1[CH:33]=[CH:32][CH:31]=[CH:30][C:29]=1B(O)O.C(=O)([O-])[O-].[K+].[K+], predict the reaction product. The product is: [CH2:1]([O:8][C:9]([N:11]1[CH2:15][CH2:14][CH2:13][C@H:12]1[C:16]1[N:17]=[C:18]2[C:23]([C:29]3[CH:30]=[CH:31][CH:32]=[CH:33][C:28]=3[C:27]([F:38])([F:37])[F:26])=[CH:22][CH:21]=[CH:20][N:19]2[CH:25]=1)=[O:10])[C:2]1[CH:7]=[CH:6][CH:5]=[CH:4][CH:3]=1. (2) Given the reactants [NH2:1][C:2]1[CH:3]=[C:4]([CH:30]=[CH:31][CH:32]=1)[C:5]([NH:7][C:8]1[CH:29]=[CH:28][C:11]2[N:12]([CH:15]([C:22]3[CH:27]=[CH:26][CH:25]=[CH:24][CH:23]=3)[CH2:16][C:17]([O:19]CC)=[O:18])[CH:13]=[N:14][C:10]=2[CH:9]=1)=[O:6], predict the reaction product. The product is: [NH2:1][C:2]1[CH:3]=[C:4]([CH:30]=[CH:31][CH:32]=1)[C:5]([NH:7][C:8]1[CH:29]=[CH:28][C:11]2[N:12]([CH:15]([C:22]3[CH:27]=[CH:26][CH:25]=[CH:24][CH:23]=3)[CH2:16][C:17]([OH:19])=[O:18])[CH:13]=[N:14][C:10]=2[CH:9]=1)=[O:6]. (3) Given the reactants COC(=O)O[CH2:5][C:6]1[C:7]([F:21])=[C:8]([C:14]2[CH:19]=[CH:18][CH:17]=[C:16]([Cl:20])[CH:15]=2)[C:9]([O:12][CH3:13])=[CH:10][CH:11]=1.CC1(C)C(C)(C)OB([C:31]2[CH:32]=[CH:33][C:34]([N:37]3[CH2:42][CH2:41][NH:40][CH2:39][CH2:38]3)=[N:35][CH:36]=2)O1.C1(P(C(P(C2C=CC=CC=2)C2C=CC=CC=2)(CC)CC)C2C=CC=CC=2)C=CC=CC=1.C(=O)([O-])[O-].[K+].[K+], predict the reaction product. The product is: [Cl:20][C:16]1[CH:15]=[C:14]([C:8]2[C:9]([O:12][CH3:13])=[CH:10][CH:11]=[C:6]([CH2:5][C:31]3[CH:32]=[CH:33][C:34]([N:37]4[CH2:38][CH2:39][NH:40][CH2:41][CH2:42]4)=[N:35][CH:36]=3)[C:7]=2[F:21])[CH:19]=[CH:18][CH:17]=1.